This data is from Reaction yield outcomes from USPTO patents with 853,638 reactions. The task is: Predict the reaction yield, written as a fraction of the theoretical maximum amount of product (1.0 means a 100% yield; for example, 0.34 means a 34% yield). (1) The reactants are [CH:1]1([CH2:5][C:6]2[CH:15]=[CH:14][C:9]([C:10]([O:12][CH3:13])=[O:11])=[C:8]([CH3:16])[CH:7]=2)[CH2:4][CH2:3][CH2:2]1.[I:17]I.S(=O)(=O)(O)O. The yield is 0.600. The product is [CH:1]1([CH2:5][C:6]2[C:15]([I:17])=[CH:14][C:9]([C:10]([O:12][CH3:13])=[O:11])=[C:8]([CH3:16])[CH:7]=2)[CH2:4][CH2:3][CH2:2]1. The catalyst is CC(O)=O. (2) The reactants are F[C:2]1[CH:3]=[N:4][CH:5]=[CH:6][C:7]=1[CH:8]=O.CN(C)C=O.C(=O)([O-])[O-].[K+].[K+].[SH:21][CH2:22][C:23]([O:25][CH3:26])=[O:24]. The catalyst is O. The product is [S:21]1[C:2]2=[CH:3][N:4]=[CH:5][CH:6]=[C:7]2[CH:8]=[C:22]1[C:23]([O:25][CH3:26])=[O:24]. The yield is 0.820.